Dataset: Full USPTO retrosynthesis dataset with 1.9M reactions from patents (1976-2016). Task: Predict the reactants needed to synthesize the given product. (1) Given the product [Cl:20][C:21]1[CH:26]=[CH:25][CH:24]=[C:23]([Cl:27])[C:22]=1[NH:28][C:29](=[O:30])[N:2]([CH3:1])[C:3]1[CH:8]=[C:7]([NH:9][C:10]2[CH:15]=[CH:14][CH:13]=[C:12]([C:16]([F:19])([F:17])[F:18])[CH:11]=2)[N:6]=[CH:5][N:4]=1, predict the reactants needed to synthesize it. The reactants are: [CH3:1][NH:2][C:3]1[CH:8]=[C:7]([NH:9][C:10]2[CH:15]=[CH:14][CH:13]=[C:12]([C:16]([F:19])([F:18])[F:17])[CH:11]=2)[N:6]=[CH:5][N:4]=1.[Cl:20][C:21]1[CH:26]=[CH:25][CH:24]=[C:23]([Cl:27])[C:22]=1[N:28]=[C:29]=[O:30]. (2) The reactants are: F[C:2]1[CH:3]=[CH:4][C:5]([C:8]([O:10][CH2:11]C)=[O:9])=[N:6][CH:7]=1.[C:13](=O)([O-])[O-:14].[K+].[K+].C(O)(=O)CC(CC(O)=O)(C(O)=O)O. Given the product [CH3:13][O:14][C:2]1[CH:3]=[CH:4][C:5]([C:8]([O:10][CH3:11])=[O:9])=[N:6][CH:7]=1, predict the reactants needed to synthesize it. (3) The reactants are: [NH2:1][CH:2]1[CH2:7][C@@H:6]([C:8]2[C:13]([F:14])=[CH:12][CH:11]=[C:10]([F:15])[C:9]=2[F:16])[C@@H:5]([CH3:17])[N:4]([CH2:18][C:19]([F:22])([F:21])[F:20])[C:3]1=[O:23].[NH:24]1[C:32]2[C:27](=[CH:28][CH:29]=[CH:30][CH:31]=2)[CH:26]=[C:25]1[C:33]([OH:35])=[O:34]. Given the product [NH:24]1[C:32]2[C:27](=[CH:28][CH:29]=[CH:30][CH:31]=2)[CH:26]=[C:25]1[C:33]([O-:35])=[O:34].[CH3:17][C@H:5]1[N:4]([CH2:18][C:19]([F:20])([F:22])[F:21])[C:3](=[O:23])[C@@H:2]([NH3+:1])[CH2:7][C@H:6]1[C:8]1[C:13]([F:14])=[CH:12][CH:11]=[C:10]([F:15])[C:9]=1[F:16], predict the reactants needed to synthesize it. (4) Given the product [F:1][C:2]1[CH:3]=[CH:4][C:5]([CH2:8][N:9]2[C:39](=[O:40])[C:38]([C:33]3[NH:32][C:31]4[CH:42]=[CH:43][C:28]([NH:27][S:24]([CH3:23])(=[O:26])=[O:25])=[CH:29][C:30]=4[S:35](=[O:37])(=[O:36])[N:34]=3)=[C:19]([OH:20])[C@@H:11]3[C@H:10]2[C@@H:16]2[CH2:17][CH2:18][C@H:12]3[C@@H:13]3[C@H:15]2[CH2:14]3)=[CH:6][CH:7]=1, predict the reactants needed to synthesize it. The reactants are: [F:1][C:2]1[CH:7]=[CH:6][C:5]([CH2:8][NH:9][C@@H:10]2[C@@H:16]3[CH2:17][CH2:18][C@@H:12]([C@@H:13]4[C@H:15]3[CH2:14]4)[C@@H:11]2[C:19](OC)=[O:20])=[CH:4][CH:3]=1.[CH3:23][S:24]([NH:27][C:28]1[CH:43]=[CH:42][C:31]2[NH:32][C:33]([CH2:38][C:39](O)=[O:40])=[N:34][S:35](=[O:37])(=[O:36])[C:30]=2[CH:29]=1)(=[O:26])=[O:25].CN1CCOCC1.Cl.CN(C)CCCN=C=NCC.C(N(CC)CC)C. (5) Given the product [Cl:19][CH2:20][CH2:21][O:22][CH2:23][N:5]1[C:6]([C:9]([O:11][CH2:12][C:13]2[CH:18]=[CH:17][CH:16]=[CH:15][CH:14]=2)=[O:10])=[CH:7][C:8]2[O:1][CH:2]=[CH:3][C:4]1=2, predict the reactants needed to synthesize it. The reactants are: [O:1]1[C:8]2[CH:7]=[C:6]([C:9]([O:11][CH2:12][C:13]3[CH:18]=[CH:17][CH:16]=[CH:15][CH:14]=3)=[O:10])[NH:5][C:4]=2[CH:3]=[CH:2]1.[Cl:19][CH2:20][CH2:21][O:22][CH2:23]Cl. (6) Given the product [F:13][C:11]1[CH:10]=[C:4]([CH:5]([OH:9])[C:6]([NH:14][C@H:15]([C:17]([O:19][CH3:20])=[O:18])[CH3:16])=[O:8])[CH:3]=[C:2]([F:1])[CH:12]=1, predict the reactants needed to synthesize it. The reactants are: [F:1][C:2]1[CH:3]=[C:4]([CH:10]=[C:11]([F:13])[CH:12]=1)[CH:5]([OH:9])[C:6]([OH:8])=O.[NH2:14][C@H:15]([C:17]([O:19][CH3:20])=[O:18])[CH3:16]. (7) The reactants are: Cl[C:2]1[C:3]([NH2:8])=[N:4][CH:5]=[CH:6][N:7]=1.[CH:9]1([O:15][C:16]2[N:21]=[CH:20][C:19](B(O)O)=[CH:18][CH:17]=2)[CH2:14][CH2:13][CH2:12][CH2:11][CH2:10]1.C(=O)([O-])[O-].[Na+].[Na+].CCOC(C)=O. Given the product [CH:9]1([O:15][C:16]2[N:21]=[CH:20][C:19]([C:2]3[C:3]([NH2:8])=[N:4][CH:5]=[CH:6][N:7]=3)=[CH:18][CH:17]=2)[CH2:14][CH2:13][CH2:12][CH2:11][CH2:10]1, predict the reactants needed to synthesize it. (8) Given the product [Cl:1][C:2]1[CH:22]=[C:21]([Cl:23])[CH:20]=[CH:19][C:3]=1[CH2:4][NH:5][C:6]([C:8]1[S:12][C:11]([CH2:13][O:14][C:25]2[C:30]([O:31][CH3:32])=[CH:29][CH:28]=[CH:27][C:26]=2[CH2:33][C:34]([OH:36])=[O:35])=[N:10][C:9]=1[O:15][CH:16]([CH3:18])[CH3:17])=[O:7], predict the reactants needed to synthesize it. The reactants are: [Cl:1][C:2]1[CH:22]=[C:21]([Cl:23])[CH:20]=[CH:19][C:3]=1[CH2:4][NH:5][C:6]([C:8]1[S:12][C:11]([CH2:13][OH:14])=[N:10][C:9]=1[O:15][CH:16]([CH3:18])[CH3:17])=[O:7].O[C:25]1[C:30]([O:31][CH3:32])=[CH:29][CH:28]=[CH:27][C:26]=1[CH2:33][C:34]([O:36]C)=[O:35].C(P(CCCC)CCCC)CCC.N(C(N1CCCCC1)=O)=NC(N1CCCCC1)=O.